This data is from Full USPTO retrosynthesis dataset with 1.9M reactions from patents (1976-2016). The task is: Predict the reactants needed to synthesize the given product. (1) Given the product [C:13]([O:11][C:10]1[C:4]2[O:3][C:2]([CH3:12])([CH3:1])[CH2:6][C:5]=2[CH:7]=[CH:8][CH:9]=1)(=[O:15])[CH3:14], predict the reactants needed to synthesize it. The reactants are: [CH3:1][C:2]1([CH3:12])[CH2:6][C:5]2[CH:7]=[CH:8][CH:9]=[C:10]([OH:11])[C:4]=2[O:3]1.[C:13](OC(=O)C)(=[O:15])[CH3:14].N1C=CC=CC=1.O. (2) Given the product [Br:1][C:14]1[C:7]2[C:8](=[N:9][CH:10]=[CH:11][C:6]=2[N+:3]([O-:5])=[O:4])[NH:12][CH:13]=1, predict the reactants needed to synthesize it. The reactants are: [Br:1]Br.[N+:3]([C:6]1[CH:11]=[CH:10][N:9]=[C:8]2[NH:12][CH:13]=[CH:14][C:7]=12)([O-:5])=[O:4].C(=O)(O)[O-].[Na+]. (3) Given the product [Br:8][C:5]1[CH:6]=[CH:7][C:2]([S:11][CH2:9][CH3:10])=[N:3][CH:4]=1, predict the reactants needed to synthesize it. The reactants are: Br[C:2]1[CH:7]=[CH:6][C:5]([Br:8])=[CH:4][N:3]=1.[CH2:9]([S-:11])[CH3:10].[Na+].O. (4) Given the product [CH2:7]([C@@H:14]1[N:19]([C:36]2[CH:37]=[N:38][CH:39]=[CH:40][CH:41]=2)[CH2:18][CH2:17][N:16]([C:20]2[CH:28]=[C:27]3[C:23]([C:24]([CH2:33][CH3:34])=[N:25][N:26]3[CH:29]3[CH2:30][CH2:31][CH2:32]3)=[CH:22][CH:21]=2)[CH2:15]1)[C:8]1[CH:9]=[CH:10][CH:11]=[CH:12][CH:13]=1, predict the reactants needed to synthesize it. The reactants are: CC(C)([O-])C.[Na+].[CH2:7]([C@@H:14]1[NH:19][CH2:18][CH2:17][N:16]([C:20]2[CH:28]=[C:27]3[C:23]([C:24]([CH2:33][CH3:34])=[N:25][N:26]3[CH:29]3[CH2:32][CH2:31][CH2:30]3)=[CH:22][CH:21]=2)[CH2:15]1)[C:8]1[CH:13]=[CH:12][CH:11]=[CH:10][CH:9]=1.Br[C:36]1[CH:37]=[N:38][CH:39]=[CH:40][CH:41]=1. (5) Given the product [C:4]([O:8][C:9](=[O:18])[NH:10][CH:11]1[CH2:16][CH2:15][CH2:14][C:13]2([CH2:19][CH2:17]2)[CH2:12]1)([CH3:7])([CH3:6])[CH3:5], predict the reactants needed to synthesize it. The reactants are: ClCI.[C:4]([O:8][C:9](=[O:18])[NH:10][CH:11]1[CH2:16][CH2:15][CH2:14][C:13](=[CH2:17])[CH2:12]1)([CH3:7])([CH3:6])[CH3:5].[CH2:19]([Zn]CC)C.CCCCCC. (6) Given the product [NH:6]1[C:7]2[C:3](=[C:2]([C:19]3[CH:20]=[C:21]4[C:26](=[CH:27][CH:28]=3)[CH:25]=[C:24]([NH:29][C:30]([C:32]3[CH:36]=[CH:35][S:34][CH:33]=3)=[O:31])[CH:23]=[CH:22]4)[CH:10]=[CH:9][CH:8]=2)[CH:4]=[N:5]1, predict the reactants needed to synthesize it. The reactants are: Br[C:2]1[CH:10]=[CH:9][CH:8]=[C:7]2[C:3]=1[CH:4]=[N:5][NH:6]2.CC1(C)C(C)(C)OB([C:19]2[CH:20]=[C:21]3[C:26](=[CH:27][CH:28]=2)[CH:25]=[C:24]([NH:29][C:30]([C:32]2[CH:36]=[CH:35][S:34][CH:33]=2)=[O:31])[CH:23]=[CH:22]3)O1.C([O-])([O-])=O.[K+].[K+].O1CCOCC1. (7) Given the product [C:1]([CH2:3][CH2:4][C:5]1[CH:6]=[C:7]([CH:12]=[CH:13][CH:14]=1)[C:8]([OH:10])=[O:9])#[N:2], predict the reactants needed to synthesize it. The reactants are: [C:1]([CH2:3][CH2:4][C:5]1[CH:6]=[C:7]([CH:12]=[CH:13][CH:14]=1)[C:8]([O:10]C)=[O:9])#[N:2].O1CCCC1.[OH-].[Na+].Cl. (8) Given the product [Cl:1][C:2]1[CH:7]=[C:6]([NH:9][CH2:10][CH2:11][N:12]2[C:17](=[O:18])[CH:16]=[CH:15][C:14]([C:19]3[S:20][CH:21]=[C:22]([CH3:24])[CH:23]=3)=[N:13]2)[CH:5]=[CH:4][N:3]=1, predict the reactants needed to synthesize it. The reactants are: [Cl:1][C:2]1[CH:7]=[C:6](F)[CH:5]=[CH:4][N:3]=1.[NH2:9][CH2:10][CH2:11][N:12]1[C:17](=[O:18])[CH:16]=[CH:15][C:14]([C:19]2[S:20][CH:21]=[C:22]([CH3:24])[CH:23]=2)=[N:13]1.C([O-])([O-])=O.[K+].[K+].C([O-])(O)=O.[Na+].